This data is from Forward reaction prediction with 1.9M reactions from USPTO patents (1976-2016). The task is: Predict the product of the given reaction. (1) Given the reactants [CH3:1][O:2][C:3]([C:5]1[NH:6][CH:7]=[C:8]([C:16]2[CH:21]=[CH:20][C:19]([F:22])=[CH:18][CH:17]=2)[C:9]=1[C:10]1[CH:15]=[CH:14][N:13]=[CH:12][CH:11]=1)=[O:4].C1C(=O)N([Br:30])C(=O)C1, predict the reaction product. The product is: [CH3:1][O:2][C:3]([C:5]1[NH:6][C:7]([Br:30])=[C:8]([C:16]2[CH:21]=[CH:20][C:19]([F:22])=[CH:18][CH:17]=2)[C:9]=1[C:10]1[CH:11]=[CH:12][N:13]=[CH:14][CH:15]=1)=[O:4]. (2) Given the reactants C(=O)([O-])N.[NH2:5][C:6]1[CH:11]=[CH:10][CH:9]=[CH:8][CH:7]=1.[H-].[Na+].F[C:15]1[CH:20]=[CH:19][CH:18]=[CH:17][N:16]=1.C([O-])(O)=O.[Na+], predict the reaction product. The product is: [C:6]1([N:5]2[CH:17]=[CH:18][CH:19]=[CH:20][CH:15]2[NH2:16])[CH:11]=[CH:10][CH:9]=[CH:8][CH:7]=1.